Dataset: Catalyst prediction with 721,799 reactions and 888 catalyst types from USPTO. Task: Predict which catalyst facilitates the given reaction. (1) Reactant: [OH:1][C:2]1[CH:9]=[CH:8][C:5]([CH:6]=[O:7])=[CH:4][CH:3]=1.[CH2:10]([N:12]([CH2:16][CH3:17])[CH2:13][CH2:14]Cl)[CH3:11].C(=O)([O-])[O-].[K+].[K+]. Product: [CH2:10]([N:12]([CH2:16][CH2:17][O:1][C:2]1[CH:9]=[CH:8][C:5]([CH:6]=[O:7])=[CH:4][CH:3]=1)[CH2:13][CH3:14])[CH3:11]. The catalyst class is: 21. (2) Reactant: [NH:1]1[CH2:6][CH2:5][O:4][CH2:3][CH2:2]1.[C:7]1(=O)[CH2:10][CH2:9][CH2:8]1.[Si]([C:16]#[N:17])(C)(C)C.C([O-])([O-])=O.[K+].[K+]. Product: [O:4]1[CH2:5][CH2:6][N:1]([C:7]2([C:16]#[N:17])[CH2:10][CH2:9][CH2:8]2)[CH2:2][CH2:3]1. The catalyst class is: 322. (3) Reactant: CN(C(ON1N=NC2C=CC=NC1=2)=[N+](C)C)C.F[P-](F)(F)(F)(F)F.Cl.Cl.[Cl:27][C:28]1[C:29]([F:54])=[C:30]([NH:34][C:35]2[C:44]3[C:39](=[CH:40][C:41]([O:47][CH:48]4[CH2:53][CH2:52][NH:51][CH2:50][CH2:49]4)=[C:42]([O:45][CH3:46])[CH:43]=3)[N:38]=[CH:37][N:36]=2)[CH:31]=[CH:32][CH:33]=1.C(N(C(C)C)CC)(C)C.[O:64]1[C:68]([C:69](O)=[O:70])=[CH:67][CH:66]=[N:65]1. Product: [Cl:27][C:28]1[C:29]([F:54])=[C:30]([NH:34][C:35]2[C:44]3[C:39](=[CH:40][C:41]([O:47][CH:48]4[CH2:53][CH2:52][N:51]([C:69]([C:68]5[O:64][N:65]=[CH:66][CH:67]=5)=[O:70])[CH2:50][CH2:49]4)=[C:42]([O:45][CH3:46])[CH:43]=3)[N:38]=[CH:37][N:36]=2)[CH:31]=[CH:32][CH:33]=1. The catalyst class is: 2.